Task: Predict the reactants needed to synthesize the given product.. Dataset: Full USPTO retrosynthesis dataset with 1.9M reactions from patents (1976-2016) (1) Given the product [CH3:2][O:3]/[CH:4]=[CH:36]/[C:35]1[CH:38]=[CH:39][CH:40]=[C:33]([N+:30]([O-:32])=[O:31])[CH:34]=1, predict the reactants needed to synthesize it. The reactants are: [Cl-].[CH3:2][O:3][CH2:4][P+](C1C=CC=CC=1)(C1C=CC=CC=1)C1C=CC=CC=1.CC(C)([O-])C.[K+].[N+:30]([C:33]1[CH:34]=[C:35]([CH:38]=[CH:39][CH:40]=1)[CH:36]=O)([O-:32])=[O:31].[Cl-].[NH4+]. (2) Given the product [Br:1][C:2]1[CH:7]=[C:6]([F:8])[CH:5]=[CH:4][C:3]=1[O:9][CH:11]1[CH2:12][CH2:13][CH2:14][CH2:15][O:10]1, predict the reactants needed to synthesize it. The reactants are: [Br:1][C:2]1[CH:7]=[C:6]([F:8])[CH:5]=[CH:4][C:3]=1[OH:9].[O:10]1[CH:15]=[CH:14][CH2:13][CH2:12][CH2:11]1. (3) Given the product [C:1]([C:3]1[CH:4]=[C:5]([CH:9]=[CH:10][CH:11]=1)[C:6]([S:13][CH3:12])=[O:7])#[CH:2], predict the reactants needed to synthesize it. The reactants are: [C:1]([C:3]1[CH:4]=[C:5]([CH:9]=[CH:10][CH:11]=1)[C:6](Cl)=[O:7])#[CH:2].[CH3:12][S-:13].[Na+]. (4) Given the product [Cl:31][C:32]1[CH:37]=[CH:36][CH:35]=[CH:34][C:33]=1[C@@H:38]1[CH2:40][C@H:39]1[CH2:41][S:30][C:29]1[N:25]([C:15]2[C:24]3[C:19](=[CH:20][CH:21]=[CH:22][CH:23]=3)[CH:18]=[CH:17][CH:16]=2)[N:26]=[N:27][N:28]=1, predict the reactants needed to synthesize it. The reactants are: CC(OC(/N=N/C(OC(C)C)=O)=O)C.[C:15]1([N:25]2[C:29](=[S:30])[N:28]=[N:27][NH:26]2)[C:24]2[C:19](=[CH:20][CH:21]=[CH:22][CH:23]=2)[CH:18]=[CH:17][CH:16]=1.[Cl:31][C:32]1[CH:37]=[CH:36][CH:35]=[CH:34][C:33]=1[C@@H:38]1[CH2:40][C@H:39]1[CH2:41]O.C1C=CC(P(C2C=CC=CC=2)C2C=CC=CC=2)=CC=1. (5) The reactants are: [Na].O[CH:3]=[C:4]1[CH2:8][CH2:7][O:6][C:5]1=[O:9].[C:10]1([C@H:16]([NH2:18])[CH3:17])[CH:15]=[CH:14][CH:13]=[CH:12][CH:11]=1. Given the product [C:10]1([C@H:16]([NH:18][CH:3]=[C:4]2[CH2:8][CH2:7][O:6][C:5]2=[O:9])[CH3:17])[CH:15]=[CH:14][CH:13]=[CH:12][CH:11]=1, predict the reactants needed to synthesize it. (6) Given the product [F:19][C:20]1[CH:21]=[C:22]2[C:27](=[CH:28][CH:29]=1)[O:26][CH2:25][CH:24]=[C:23]2[C:10]1[NH:6][CH:7]=[N:8][CH:9]=1, predict the reactants needed to synthesize it. The reactants are: CN(C)S([N:6]1[CH:10]=[CH:9][N:8]=[C:7]1[Si](C(C)(C)C)(C)C)(=O)=O.[F:19][C:20]1[CH:21]=[C:22]2[C:27](=[CH:28][CH:29]=1)[O:26][CH2:25][CH2:24][C:23]2=O. (7) Given the product [Cl-:29].[CH2:1]([N:5]1[C:13]2[C:12](=[O:14])[N:11]([CH3:15])[N:10]=[CH:9][C:8]=2[N:7]=[C:6]1[C:16]1[CH:21]=[CH:20][N+:19]([CH2:28][C:27]2[CH:30]=[CH:31][C:24]([O:23][CH3:22])=[CH:25][CH:26]=2)=[CH:18][CH:17]=1)[C:2]#[C:3][CH3:4], predict the reactants needed to synthesize it. The reactants are: [CH2:1]([N:5]1[C:13]2[C:12](=[O:14])[N:11]([CH3:15])[N:10]=[CH:9][C:8]=2[N:7]=[C:6]1[C:16]1[CH:21]=[CH:20][N:19]=[CH:18][CH:17]=1)[C:2]#[C:3][CH3:4].[CH3:22][O:23][C:24]1[CH:31]=[CH:30][C:27]([CH2:28][Cl:29])=[CH:26][CH:25]=1.CN(C)C=O.CC(C)=O. (8) Given the product [OH:32][CH2:31][CH2:30][N:18]1[CH2:17][C:16]2[CH:15]=[CH:14][C:13]([NH:1][C:2]3[CH:9]=[CH:8][C:5]([C:6]#[N:7])=[C:4]([O:10][CH3:11])[CH:3]=3)=[N:23][C:22]=2[O:21][C@H:20]([C:24]2[CH:29]=[CH:28][CH:27]=[CH:26][CH:25]=2)[CH2:19]1, predict the reactants needed to synthesize it. The reactants are: [NH2:1][C:2]1[CH:9]=[CH:8][C:5]([C:6]#[N:7])=[C:4]([O:10][CH3:11])[CH:3]=1.Cl[C:13]1[CH:14]=[CH:15][C:16]2[CH2:17][N:18]([CH2:30][CH2:31][OH:32])[CH2:19][C@@H:20]([C:24]3[CH:29]=[CH:28][CH:27]=[CH:26][CH:25]=3)[O:21][C:22]=2[N:23]=1.